From a dataset of Forward reaction prediction with 1.9M reactions from USPTO patents (1976-2016). Predict the product of the given reaction. The product is: [CH:13]1([C:19]2[NH:8][C:7]3[C:2]([CH:20]=2)=[CH:3][C:4]([CH3:12])=[CH:5][C:6]=3[N+:9]([O-:11])=[O:10])[CH2:18][CH2:17][CH2:16][CH2:15][CH2:14]1. Given the reactants I[C:2]1[C:7]([NH2:8])=[C:6]([N+:9]([O-:11])=[O:10])[CH:5]=[C:4]([CH3:12])[CH:3]=1.[CH:13]1([C:19]#[CH:20])[CH2:18][CH2:17][CH2:16][CH2:15][CH2:14]1, predict the reaction product.